Dataset: NCI-60 drug combinations with 297,098 pairs across 59 cell lines. Task: Regression. Given two drug SMILES strings and cell line genomic features, predict the synergy score measuring deviation from expected non-interaction effect. (1) Drug 1: C1C(C(OC1N2C=C(C(=O)NC2=O)F)CO)O. Drug 2: CC1C(C(CC(O1)OC2CC(CC3=C2C(=C4C(=C3O)C(=O)C5=CC=CC=C5C4=O)O)(C(=O)C)O)N)O. Cell line: NCI/ADR-RES. Synergy scores: CSS=30.4, Synergy_ZIP=-3.61, Synergy_Bliss=-1.45, Synergy_Loewe=0.465, Synergy_HSA=1.86. (2) Drug 1: CNC(=O)C1=CC=CC=C1SC2=CC3=C(C=C2)C(=NN3)C=CC4=CC=CC=N4. Drug 2: CC1=C(C=C(C=C1)NC2=NC=CC(=N2)N(C)C3=CC4=NN(C(=C4C=C3)C)C)S(=O)(=O)N.Cl. Cell line: TK-10. Synergy scores: CSS=9.36, Synergy_ZIP=3.42, Synergy_Bliss=6.92, Synergy_Loewe=4.08, Synergy_HSA=5.96. (3) Synergy scores: CSS=19.7, Synergy_ZIP=3.83, Synergy_Bliss=8.41, Synergy_Loewe=-23.4, Synergy_HSA=1.98. Cell line: SK-OV-3. Drug 2: CC12CCC3C(C1CCC2O)C(CC4=C3C=CC(=C4)O)CCCCCCCCCS(=O)CCCC(C(F)(F)F)(F)F. Drug 1: CCC1(CC2CC(C3=C(CCN(C2)C1)C4=CC=CC=C4N3)(C5=C(C=C6C(=C5)C78CCN9C7C(C=CC9)(C(C(C8N6C=O)(C(=O)OC)O)OC(=O)C)CC)OC)C(=O)OC)O.OS(=O)(=O)O. (4) Drug 1: C1C(C(OC1N2C=C(C(=O)NC2=O)F)CO)O. Drug 2: CCCCC(=O)OCC(=O)C1(CC(C2=C(C1)C(=C3C(=C2O)C(=O)C4=C(C3=O)C=CC=C4OC)O)OC5CC(C(C(O5)C)O)NC(=O)C(F)(F)F)O. Cell line: SK-MEL-28. Synergy scores: CSS=48.2, Synergy_ZIP=-6.10, Synergy_Bliss=-9.22, Synergy_Loewe=-15.2, Synergy_HSA=-8.33.